Dataset: Forward reaction prediction with 1.9M reactions from USPTO patents (1976-2016). Task: Predict the product of the given reaction. (1) Given the reactants C([O:8][C:9]1[C:25]([O:26]CC2C=CC=CC=2)=[CH:24][CH:23]=[CH:22][C:10]=1[C:11]([NH:13][CH2:14][C:15]1[CH:20]=[CH:19][C:18]([F:21])=[CH:17][CH:16]=1)=[O:12])C1C=CC=CC=1.Cl, predict the reaction product. The product is: [F:21][C:18]1[CH:17]=[CH:16][C:15]([CH2:14][NH:13][C:11](=[O:12])[C:10]2[CH:22]=[CH:23][CH:24]=[C:25]([OH:26])[C:9]=2[OH:8])=[CH:20][CH:19]=1. (2) Given the reactants [CH:1]1([C:4]2[C:8]([I:9])=[C:7]([C:10]([O:12][CH2:13]C)=[O:11])[N:6]([CH3:15])[N:5]=2)[CH2:3][CH2:2]1.CN1C(C(OC)=O)=CC(C2C=C[C:29]([C:32]([F:35])([F:34])[F:33])=[CH:28][CH:27]=2)=N1.II, predict the reaction product. The product is: [I:9][C:8]1[C:4]([C:1]2[CH:3]=[CH:2][C:29]([C:32]([F:35])([F:34])[F:33])=[CH:28][CH:27]=2)=[N:5][N:6]([CH3:15])[C:7]=1[C:10]([O:12][CH3:13])=[O:11]. (3) Given the reactants [CH2:1]([N:8]([CH2:19][C:20]([N:22]([C:31]1[CH:32]=[CH:33][C:34]([OH:41])=[C:35]([CH:40]=1)[C:36]([O:38]C)=[O:37])[CH2:23][C:24]1[CH:29]=[CH:28][C:27]([Cl:30])=[CH:26][CH:25]=1)=[O:21])[S:9]([C:12]1[CH:17]=[CH:16][C:15]([CH3:18])=[CH:14][CH:13]=1)(=[O:11])=[O:10])[C:2]1[CH:7]=[CH:6][CH:5]=[CH:4][CH:3]=1.C(N(C1C=CC(O)=C(C=1)C(O)=O)C(=O)CN(CC1C=CC=CC=1)S(C1C=CC(C)=CC=1)(=O)=O)C1C=CC=CC=1.C(#N)C, predict the reaction product. The product is: [CH2:1]([N:8]([CH2:19][C:20]([N:22]([C:31]1[CH:32]=[CH:33][C:34]([OH:41])=[C:35]([CH:40]=1)[C:36]([OH:38])=[O:37])[CH2:23][C:24]1[CH:29]=[CH:28][C:27]([Cl:30])=[CH:26][CH:25]=1)=[O:21])[S:9]([C:12]1[CH:13]=[CH:14][C:15]([CH3:18])=[CH:16][CH:17]=1)(=[O:11])=[O:10])[C:2]1[CH:3]=[CH:4][CH:5]=[CH:6][CH:7]=1. (4) Given the reactants Br[C:2]1[CH:23]=[CH:22][C:5]([C:6]([NH:8][S:9]([C:12]2[CH:17]=[CH:16][CH:15]=[CH:14][C:13]=2[S:18](=[O:21])(=[O:20])[NH2:19])(=[O:11])=[O:10])=[O:7])=[CH:4][C:3]=1[CH2:24][O:25][CH2:26][C:27]([F:30])([F:29])[F:28].[CH3:31][CH:32]([CH3:35])[C:33]#[CH:34], predict the reaction product. The product is: [CH3:31][CH:32]([CH3:35])[C:33]#[C:34][C:2]1[CH:23]=[CH:22][C:5]([C:6]([NH:8][S:9]([C:12]2[CH:17]=[CH:16][CH:15]=[CH:14][C:13]=2[S:18](=[O:21])(=[O:20])[NH2:19])(=[O:11])=[O:10])=[O:7])=[CH:4][C:3]=1[CH2:24][O:25][CH2:26][C:27]([F:30])([F:29])[F:28]. (5) Given the reactants [OH:1][C:2]1[CH:9]=[CH:8][C:5]([CH:6]=[O:7])=[CH:4][CH:3]=1.Br[CH2:11][C:12]([O:14][C:15]([CH3:18])([CH3:17])[CH3:16])=[O:13].C(=O)([O-])[O-].[K+].[K+], predict the reaction product. The product is: [CH:6]([C:5]1[CH:8]=[CH:9][C:2]([O:1][CH2:11][C:12]([O:14][C:15]([CH3:18])([CH3:17])[CH3:16])=[O:13])=[CH:3][CH:4]=1)=[O:7]. (6) Given the reactants [CH:1]1([C:4]2[N:5]=[CH:6][N:7]([C:9]3[CH:14]=[CH:13][N:12]=[C:11]([C:15]([NH:17][C:18]4[CH:19]=[C:20]([C:23](OC)=[O:24])[S:21][CH:22]=4)=[O:16])[CH:10]=3)[CH:8]=2)[CH2:3][CH2:2]1.O.[NH2:28][NH2:29], predict the reaction product. The product is: [CH:1]1([C:4]2[N:5]=[CH:6][N:7]([C:9]3[CH:14]=[CH:13][N:12]=[C:11]([C:15]([NH:17][C:18]4[CH:19]=[C:20]([C:23]([NH:28][NH2:29])=[O:24])[S:21][CH:22]=4)=[O:16])[CH:10]=3)[CH:8]=2)[CH2:3][CH2:2]1. (7) The product is: [C:1]([O:4][CH2:5]/[C:6](/[C:17]1[CH:22]=[CH:21][C:20]([S:23]([CH3:26])(=[O:25])=[O:24])=[CH:19][CH:18]=1)=[C:7](/[C:11]1[CH:16]=[CH:15][CH:14]=[CH:13][CH:12]=1)\[C:8]([O:10][CH2:35][CH2:34][CH2:33][CH2:32][C@@H:31]([O:37][N+:38]([O-:40])=[O:39])[CH2:30][O:29][N+:27]([O-:41])=[O:28])=[O:9])(=[O:3])[CH3:2]. Given the reactants [C:1]([O:4][CH2:5]/[C:6](/[C:17]1[CH:22]=[CH:21][C:20]([S:23]([CH3:26])(=[O:25])=[O:24])=[CH:19][CH:18]=1)=[C:7](/[C:11]1[CH:16]=[CH:15][CH:14]=[CH:13][CH:12]=1)\[C:8]([OH:10])=[O:9])(=[O:3])[CH3:2].[N+:27]([O-:41])([O:29][CH2:30][C@H:31]([O:37][N+:38]([O-:40])=[O:39])[CH2:32][CH2:33][CH2:34][CH2:35]O)=[O:28].CCN=C=NCCCN(C)C.C(OC(=O)C)(=O)C, predict the reaction product. (8) Given the reactants [NH2:1][C:2]1[CH:7]=[CH:6][CH:5]=[CH:4][C:3]=1[C:8]1[NH:9][C:10]2[C:15]([CH:16]=1)=[CH:14][CH:13]=[CH:12][CH:11]=2.[OH:17][C:18]1[CH:23]=[CH:22][C:21]([CH2:24][CH2:25][C:26](O)=[O:27])=[CH:20][CH:19]=1, predict the reaction product. The product is: [OH:17][C:18]1[CH:19]=[CH:20][C:21]([CH2:24][CH2:25][C:26]([NH:1][C:2]2[CH:7]=[CH:6][CH:5]=[CH:4][C:3]=2[C:8]2[NH:9][C:10]3[C:15]([CH:16]=2)=[CH:14][CH:13]=[CH:12][CH:11]=3)=[O:27])=[CH:22][CH:23]=1. (9) Given the reactants Cl[CH:2](Cl)[O:3][C:4]1[CH:9]=[CH:8][CH:7]=[CH:6][CH:5]=1.[CH3:11][S:12]([NH2:15])(=[O:14])=[O:13].[C:16](=[O:19])([O-])O.[Na+], predict the reaction product. The product is: [CH3:11][S:12]([N:15]=[C:2]([O:19][C:16]1[CH:8]=[CH:9][CH:4]=[CH:5][CH:6]=1)[O:3][C:4]1[CH:9]=[CH:8][CH:7]=[CH:6][CH:5]=1)(=[O:14])=[O:13]. (10) Given the reactants [C:1]([O:5][C@@H:6]([C:11]1[C:12]([C:25]2[CH:30]=[CH:29][C:28]([Cl:31])=[CH:27][CH:26]=2)=[C:13]2[C:20]3[CH2:21][CH2:22][CH2:23][CH2:24][C:19]=3[S:18][C:14]2=[N:15][C:16]=1[CH3:17])[C:7]([O:9]C)=[O:8])([CH3:4])([CH3:3])[CH3:2].[OH-].[Na+], predict the reaction product. The product is: [C:1]([O:5][C@@H:6]([C:11]1[C:12]([C:25]2[CH:26]=[CH:27][C:28]([Cl:31])=[CH:29][CH:30]=2)=[C:13]2[C:20]3[CH2:21][CH2:22][CH2:23][CH2:24][C:19]=3[S:18][C:14]2=[N:15][C:16]=1[CH3:17])[C:7]([OH:9])=[O:8])([CH3:4])([CH3:2])[CH3:3].